Dataset: Catalyst prediction with 721,799 reactions and 888 catalyst types from USPTO. Task: Predict which catalyst facilitates the given reaction. (1) Reactant: [C:1]([O:5][C:6](=[O:23])[NH:7][C@@H:8]([CH2:16][C:17]1[CH:22]=[CH:21][CH:20]=[CH:19][CH:18]=1)[CH2:9][NH:10][C:11](=[O:15])[C@@H:12]([CH3:14])[NH2:13])([CH3:4])([CH3:3])[CH3:2].[C:24]([O:28][C:29]([NH:31][C@H:32]([C:43](O)=[O:44])[CH2:33][C:34]1[C:39]([CH3:40])=[CH:38][C:37]([OH:41])=[CH:36][C:35]=1[CH3:42])=[O:30])([CH3:27])([CH3:26])[CH3:25].Cl.CN(C)CCCN=C=NCC.O.ON1C2C=CC=CC=2N=N1.CN1CCOCC1. Product: [C:24]([O:28][C:29]([NH:31][C@H:32]([C:43]([NH:13][C@@H:12]([C:11]([NH:10][CH2:9][C@@H:8]([NH:7][C:6]([O:5][C:1]([CH3:2])([CH3:3])[CH3:4])=[O:23])[CH2:16][C:17]1[CH:18]=[CH:19][CH:20]=[CH:21][CH:22]=1)=[O:15])[CH3:14])=[O:44])[CH2:33][C:34]1[C:35]([CH3:42])=[CH:36][C:37]([OH:41])=[CH:38][C:39]=1[CH3:40])=[O:30])([CH3:26])([CH3:27])[CH3:25]. The catalyst class is: 31. (2) Reactant: [CH2:1]([O:8][C:9]([N:11]1[CH2:15][C@H:14]([F:16])[C@@H:13]([OH:17])[C@H:12]1[C:18]([O:20][CH2:21][C:22]1[CH:27]=[CH:26][CH:25]=[CH:24][CH:23]=1)=[O:19])=[O:10])[C:2]1[CH:7]=[CH:6][CH:5]=[CH:4][CH:3]=1.[C:28]([Si:32]([CH3:35])([CH3:34])Cl)([CH3:31])([CH3:30])[CH3:29].C(N(CC)CC)C. Product: [CH2:1]([O:8][C:9]([N:11]1[CH2:15][C@H:14]([F:16])[C@@H:13]([O:17][Si:32]([C:28]([CH3:31])([CH3:30])[CH3:29])([CH3:35])[CH3:34])[C@H:12]1[C:18]([O:20][CH2:21][C:22]1[CH:27]=[CH:26][CH:25]=[CH:24][CH:23]=1)=[O:19])=[O:10])[C:2]1[CH:3]=[CH:4][CH:5]=[CH:6][CH:7]=1. The catalyst class is: 239.